Dataset: Catalyst prediction with 721,799 reactions and 888 catalyst types from USPTO. Task: Predict which catalyst facilitates the given reaction. (1) Reactant: Cl.C(O[C:5]([CH:7]1[CH2:12][CH2:11][N:10]([CH2:13][C:14]2[CH:19]=[CH:18][CH:17]=[CH:16][CH:15]=2)[CH2:9][C:8]1=O)=[O:6])C.FC(F)(F)C([O-])=O.[CH2:28]([N+:30]([CH2:34][CH3:35])=[C:31]([NH2:33])[NH2:32])[CH3:29].[O-]CC.[Na+]. The catalyst class is: 88. Product: [CH2:13]([N:10]1[CH2:11][CH2:12][C:7]2[C:5]([OH:6])=[N:33][C:31]([N:30]([CH2:34][CH3:35])[CH2:28][CH3:29])=[N:32][C:8]=2[CH2:9]1)[C:14]1[CH:15]=[CH:16][CH:17]=[CH:18][CH:19]=1. (2) Reactant: [CH2:1]([N:5]1[C:13]2[N:12]=[C:11]([CH2:14][C:15]3[CH:20]=[CH:19][C:18]([NH:21][C:22](=[O:24])[CH3:23])=[CH:17][CH:16]=3)[NH:10][C:9]=2[C:8](=[O:25])[NH:7][C:6]1=[O:26])[CH2:2][CH2:3][CH3:4].C(=O)([O-])[O-].[Na+].[Na+].Cl[CH2:34][O:35][C:36](=[O:41])[C:37]([CH3:40])([CH3:39])[CH3:38].Cl. Product: [C:22]([NH:21][C:18]1[CH:19]=[CH:20][C:15]([CH2:14][C:11]2[N:10]([CH2:34][O:35][C:36](=[O:41])[C:37]([CH3:40])([CH3:39])[CH3:38])[C:9]3[C:8](=[O:25])[NH:7][C:6](=[O:26])[N:5]([CH2:1][CH2:2][CH2:3][CH3:4])[C:13]=3[N:12]=2)=[CH:16][CH:17]=1)(=[O:24])[CH3:23]. The catalyst class is: 35. (3) Reactant: [CH3:1][O:2][CH2:3][CH2:4][O:5][C:6]1[N:24]=[C:23]([NH:25][CH3:26])[C:22]([N+:27]([O-])=O)=[CH:21][C:7]=1[C:8]([NH:10][C@H:11]1[CH2:16][CH2:15][C@H:14]([C:17]([F:20])([F:19])[F:18])[CH2:13][CH2:12]1)=[O:9].CO. Product: [NH2:27][C:22]1[C:23]([NH:25][CH3:26])=[N:24][C:6]([O:5][CH2:4][CH2:3][O:2][CH3:1])=[C:7]([CH:21]=1)[C:8]([NH:10][C@H:11]1[CH2:12][CH2:13][C@H:14]([C:17]([F:19])([F:18])[F:20])[CH2:15][CH2:16]1)=[O:9]. The catalyst class is: 814. (4) Reactant: [OH:1][C:2]1[CH:10]=[CH:9][C:8]([C:11]2[N:12]([C:27]([O:29][C:30]([CH3:33])([CH3:32])[CH3:31])=[O:28])[C:13]3[C:18]([CH:19]=2)=[CH:17][C:16]([CH2:20][N:21]2[CH2:26][CH2:25][CH2:24][CH2:23][CH2:22]2)=[CH:15][CH:14]=3)=[C:7]2[C:3]=1[CH2:4][NH:5][C:6]2=[O:34].C(N(CC)CC)C.[Cl:42][CH2:43][S:44](Cl)(=[O:46])=[O:45]. Product: [Cl:42][CH2:43][S:44]([O:1][C:2]1[CH:10]=[CH:9][C:8]([C:11]2[N:12]([C:27]([O:29][C:30]([CH3:31])([CH3:33])[CH3:32])=[O:28])[C:13]3[C:18]([CH:19]=2)=[CH:17][C:16]([CH2:20][N:21]2[CH2:26][CH2:25][CH2:24][CH2:23][CH2:22]2)=[CH:15][CH:14]=3)=[C:7]2[C:3]=1[CH2:4][NH:5][C:6]2=[O:34])(=[O:46])=[O:45]. The catalyst class is: 4. (5) Reactant: [CH:1]1([NH2:6])[CH2:5][CH2:4][CH2:3][CH2:2]1.C(N(CC)CC)C.Cl[C:15]1[N:20]2[N:21]=[CH:22][N:23]=[C:19]2[N:18]=[C:17]([C:24]([F:27])([F:26])[F:25])[C:16]=1[CH2:28][CH2:29][CH3:30]. Product: [CH:1]1([NH:6][C:15]2[N:20]3[N:21]=[CH:22][N:23]=[C:19]3[N:18]=[C:17]([C:24]([F:26])([F:27])[F:25])[C:16]=2[CH2:28][CH2:29][CH3:30])[CH2:5][CH2:4][CH2:3][CH2:2]1. The catalyst class is: 2. (6) Reactant: [OH-].[Li+].[F:3][C:4]1[CH:5]=[C:6]([C:11]2[CH:16]=[CH:15][C:14]([C:17]([NH:19][C@H:20]([C:28]([O:30]C)=[O:29])[C@@H:21]([CH3:27])[O:22][C:23]([CH3:26])([CH3:25])[CH3:24])=[O:18])=[C:13]([NH:32][C:33]([NH:35][C:36]3[C:41]([CH3:42])=[CH:40][C:39]([CH3:43])=[CH:38][C:37]=3[CH3:44])=[O:34])[CH:12]=2)[CH:7]=[C:8]([F:10])[CH:9]=1.CO.O. Product: [F:3][C:4]1[CH:5]=[C:6]([C:11]2[CH:16]=[CH:15][C:14]([C:17]([NH:19][C@H:20]([C:28]([OH:30])=[O:29])[C@@H:21]([CH3:27])[O:22][C:23]([CH3:25])([CH3:24])[CH3:26])=[O:18])=[C:13]([NH:32][C:33]([NH:35][C:36]3[C:37]([CH3:44])=[CH:38][C:39]([CH3:43])=[CH:40][C:41]=3[CH3:42])=[O:34])[CH:12]=2)[CH:7]=[C:8]([F:10])[CH:9]=1. The catalyst class is: 1.